From a dataset of Catalyst prediction with 721,799 reactions and 888 catalyst types from USPTO. Predict which catalyst facilitates the given reaction. Reactant: [NH2:1][C:2]1[CH:3]=[C:4]([NH:8][C:9]2[CH:14]=[C:13]([NH:15][C:16]3[CH:21]=[CH:20][CH:19]=[C:18]([O:22][C:23]4[CH:28]=[CH:27][CH:26]=[CH:25][CH:24]=4)[CH:17]=3)[N:12]=[CH:11][N:10]=2)[CH:5]=[CH:6][CH:7]=1.CCN(CC)CC.CN1[C:41](=[O:42])[CH2:40][CH2:39]C1.C(Cl)(=O)C=C. Product: [O:22]([C:18]1[CH:17]=[C:16]([NH:15][C:13]2[N:12]=[CH:11][N:10]=[C:9]([NH:8][C:4]3[CH:3]=[C:2]([NH:1][C:41](=[O:42])[CH:40]=[CH2:39])[CH:7]=[CH:6][CH:5]=3)[CH:14]=2)[CH:21]=[CH:20][CH:19]=1)[C:23]1[CH:28]=[CH:27][CH:26]=[CH:25][CH:24]=1. The catalyst class is: 2.